From a dataset of Full USPTO retrosynthesis dataset with 1.9M reactions from patents (1976-2016). Predict the reactants needed to synthesize the given product. (1) Given the product [Cl:8][C:6]1[N:5]=[C:4]([NH:9][C:10]2[N:11]=[CH:12][N:13]([CH3:15])[CH:14]=2)[N:3]=[C:2]([NH:16][CH:17]([C:27]2[CH:28]=[CH:29][C:30]([F:33])=[CH:31][CH:32]=2)[CH2:18][NH:19][C:20](=[O:26])[O:21][C:22]([CH3:25])([CH3:24])[CH3:23])[N:7]=1, predict the reactants needed to synthesize it. The reactants are: Cl[C:2]1[N:7]=[C:6]([Cl:8])[N:5]=[C:4]([NH:9][C:10]2[N:11]=[CH:12][N:13]([CH3:15])[CH:14]=2)[N:3]=1.[NH2:16][CH:17]([C:27]1[CH:32]=[CH:31][C:30]([F:33])=[CH:29][CH:28]=1)[CH2:18][NH:19][C:20](=[O:26])[O:21][C:22]([CH3:25])([CH3:24])[CH3:23].CCN(C(C)C)C(C)C. (2) Given the product [Cl:17][CH2:2][C:3]1[C:4]([N:9]([CH3:14])[S:10]([CH3:13])(=[O:12])=[O:11])=[N:5][CH:6]=[CH:7][CH:8]=1, predict the reactants needed to synthesize it. The reactants are: O[CH2:2][C:3]1[C:4]([N:9]([CH3:14])[S:10]([CH3:13])(=[O:12])=[O:11])=[N:5][CH:6]=[CH:7][CH:8]=1.S(Cl)([Cl:17])=O. (3) Given the product [OH:13][CH2:12][C:7]1[CH:8]=[CH:9][CH:10]=[C:11]2[C:6]=1[NH:5][C:4](=[O:16])[CH2:3][C:2]2([CH3:17])[CH3:1], predict the reactants needed to synthesize it. The reactants are: [CH3:1][C:2]1([CH3:17])[C:11]2[C:6](=[C:7]([C:12](OC)=[O:13])[CH:8]=[CH:9][CH:10]=2)[NH:5][C:4](=[O:16])[CH2:3]1.[BH4-].[Li+].C(=O)(O)[O-].[Na+].